Dataset: Full USPTO retrosynthesis dataset with 1.9M reactions from patents (1976-2016). Task: Predict the reactants needed to synthesize the given product. (1) The reactants are: [CH3:1][C@H:2]([C:15]([OH:17])=[O:16])[C:3]1[CH:4]=[CH:5][C:6]2[CH:7]=[C:8]([O:13]C)[CH:9]=[CH:10][C:11]=2[CH:12]=1.Br. Given the product [OH:13][C:8]1[CH:7]=[C:6]2[C:11](=[CH:10][CH:9]=1)[CH:12]=[C:3]([CH:2]([CH3:1])[C:15]([OH:17])=[O:16])[CH:4]=[CH:5]2, predict the reactants needed to synthesize it. (2) Given the product [Br:1][C:2]1[CH:10]=[C:9]([F:11])[CH:8]=[C:7]2[C:3]=1[CH:4]=[CH:5][N:6]2[C:23]1[CH:24]=[CH:25][C:20]([O:19][CH2:12][C:13]2[CH:18]=[CH:17][CH:16]=[CH:15][CH:14]=2)=[CH:21][CH:22]=1, predict the reactants needed to synthesize it. The reactants are: [Br:1][C:2]1[CH:10]=[C:9]([F:11])[CH:8]=[C:7]2[C:3]=1[CH:4]=[CH:5][NH:6]2.[CH2:12]([O:19][C:20]1[CH:25]=[CH:24][C:23](B(O)O)=[CH:22][CH:21]=1)[C:13]1[CH:18]=[CH:17][CH:16]=[CH:15][CH:14]=1.C(N(CC)CC)C. (3) The reactants are: Br[C:2]1[CH:8]=[C:7]([N+:9]([O-:11])=[O:10])[CH:6]=[CH:5][C:3]=1[NH2:4].C(C1(C)CC1)#C. Given the product [N+:9]([C:7]1[CH:8]=[CH:2][C:3]([NH2:4])=[CH:5][CH:6]=1)([O-:11])=[O:10], predict the reactants needed to synthesize it. (4) Given the product [C:26]([C:25]1[CH:29]=[C:21]([NH:20][C:1](=[O:5])[C:2]([CH3:4])=[CH2:3])[CH:22]=[CH:23][C:24]=1[OH:30])([OH:28])=[O:27], predict the reactants needed to synthesize it. The reactants are: [C:1](O)(=[O:5])[C:2]([CH3:4])=[CH2:3].C(OC(Cl)=O)C.C(N(CC)CC)C.[NH2:20][C:21]1[CH:29]=[C:25]([C:26]([OH:28])=[O:27])[C:24]([OH:30])=[CH:23][CH:22]=1.Cl. (5) The reactants are: [F:1][C:2]1[CH:3]=[CH:4][C:5]2[S:9][C:8]3[CH2:10][CH2:11][CH:12]([C:14]([O:16]CC)=[O:15])[CH2:13][C:7]=3[C:6]=2[CH:19]=1.[OH-].[K+].Cl.O. Given the product [F:1][C:2]1[CH:3]=[CH:4][C:5]2[S:9][C:8]3[CH2:10][CH2:11][CH:12]([C:14]([OH:16])=[O:15])[CH2:13][C:7]=3[C:6]=2[CH:19]=1, predict the reactants needed to synthesize it. (6) Given the product [C:17]([NH:9][C:4]1[C:3](=[CH:8][CH:7]=[CH:6][CH:5]=1)[O:2][CH3:1])(=[O:19])[CH3:18], predict the reactants needed to synthesize it. The reactants are: [CH3:1][O:2][C:3]1[C:4]([NH2:9])=[CH:5][CH:6]=[CH:7][CH:8]=1.C(N(CC)CC)C.[C:17](Cl)(=[O:19])[CH3:18].